From a dataset of Full USPTO retrosynthesis dataset with 1.9M reactions from patents (1976-2016). Predict the reactants needed to synthesize the given product. (1) Given the product [C:35]([OH:42])(=[O:41])/[CH:36]=[CH:37]\[C:38]([OH:40])=[O:39].[CH2:30]([N:3]([CH2:1][CH3:2])[CH2:4][CH2:5][NH:6][C:7]([C:9]1[C:17]2[CH2:16][CH2:15][CH2:14]/[C:13](=[C:18]3/[C:19](=[O:28])[NH:20][C:21]4[C:26]/3=[CH:25][C:24]([F:27])=[CH:23][CH:22]=4)/[C:12]=2[NH:11][C:10]=1[CH3:29])=[O:8])[CH3:31], predict the reactants needed to synthesize it. The reactants are: [CH2:1]([N:3]([CH2:30][CH3:31])[CH2:4][CH2:5][NH:6][C:7]([C:9]1[C:17]2[CH2:16][CH2:15][CH2:14]/[C:13](=[C:18]3/[C:19](=[O:28])[NH:20][C:21]4[C:26]/3=[CH:25][C:24]([F:27])=[CH:23][CH:22]=4)/[C:12]=2[NH:11][C:10]=1[CH3:29])=[O:8])[CH3:2].C(#N)C.[C:35]([OH:42])(=[O:41])/[CH:36]=[CH:37]\[C:38]([OH:40])=[O:39]. (2) The reactants are: [Cl:1][C:2]1[CH:19]=[C:18]([N+:20]([O-])=O)[CH:17]=[CH:16][C:3]=1[O:4][C:5]1[CH:13]=[C:12]2[C:8]([CH:9]=[N:10][C:11]2([CH3:15])[CH3:14])=[CH:7][CH:6]=1.O.[Cl-].[Ca+2].[Cl-]. Given the product [Cl:1][C:2]1[CH:19]=[C:18]([CH:17]=[CH:16][C:3]=1[O:4][C:5]1[CH:13]=[C:12]2[C:8]([CH:9]=[N:10][C:11]2([CH3:15])[CH3:14])=[CH:7][CH:6]=1)[NH2:20], predict the reactants needed to synthesize it.